From a dataset of Peptide-MHC class I binding affinity with 185,985 pairs from IEDB/IMGT. Regression. Given a peptide amino acid sequence and an MHC pseudo amino acid sequence, predict their binding affinity value. This is MHC class I binding data. The peptide sequence is FALISFLLL. The MHC is H-2-Db with pseudo-sequence H-2-Db. The binding affinity (normalized) is 0.676.